Dataset: NCI-60 drug combinations with 297,098 pairs across 59 cell lines. Task: Regression. Given two drug SMILES strings and cell line genomic features, predict the synergy score measuring deviation from expected non-interaction effect. (1) Drug 2: C1=CC(=CC=C1CCCC(=O)O)N(CCCl)CCCl. Cell line: NCI-H522. Synergy scores: CSS=43.3, Synergy_ZIP=-11.4, Synergy_Bliss=-13.4, Synergy_Loewe=-16.8, Synergy_HSA=-8.17. Drug 1: CCC1=CC2CC(C3=C(CN(C2)C1)C4=CC=CC=C4N3)(C5=C(C=C6C(=C5)C78CCN9C7C(C=CC9)(C(C(C8N6C)(C(=O)OC)O)OC(=O)C)CC)OC)C(=O)OC.C(C(C(=O)O)O)(C(=O)O)O. (2) Drug 1: C1CN1C2=NC(=NC(=N2)N3CC3)N4CC4. Drug 2: C1CNP(=O)(OC1)N(CCCl)CCCl. Cell line: SF-295. Synergy scores: CSS=53.7, Synergy_ZIP=-3.05, Synergy_Bliss=-6.75, Synergy_Loewe=-43.4, Synergy_HSA=-5.64. (3) Drug 1: CC1=C2C(C(=O)C3(C(CC4C(C3C(C(C2(C)C)(CC1OC(=O)C(C(C5=CC=CC=C5)NC(=O)OC(C)(C)C)O)O)OC(=O)C6=CC=CC=C6)(CO4)OC(=O)C)OC)C)OC. Drug 2: C1=CC(=CC=C1C#N)C(C2=CC=C(C=C2)C#N)N3C=NC=N3. Cell line: TK-10. Synergy scores: CSS=29.8, Synergy_ZIP=-0.188, Synergy_Bliss=-3.77, Synergy_Loewe=-21.8, Synergy_HSA=-3.68. (4) Drug 1: CC12CCC3C(C1CCC2NC(=O)OCC(F)(F)F)CCC4C3(C=CC(=O)N4C)C. Drug 2: CCC1=C2CN3C(=CC4=C(C3=O)COC(=O)C4(CC)O)C2=NC5=C1C=C(C=C5)O. Cell line: HCT116. Synergy scores: CSS=28.8, Synergy_ZIP=-3.98, Synergy_Bliss=-4.19, Synergy_Loewe=-85.2, Synergy_HSA=-0.828.